This data is from Peptide-MHC class II binding affinity with 134,281 pairs from IEDB. The task is: Regression. Given a peptide amino acid sequence and an MHC pseudo amino acid sequence, predict their binding affinity value. This is MHC class II binding data. (1) The peptide sequence is ANILDGDNLFPKV. The MHC is DRB1_0401 with pseudo-sequence DRB1_0401. The binding affinity (normalized) is 0.134. (2) The peptide sequence is MMTGRMGERQLQKIE. The MHC is HLA-DQA10601-DQB10402 with pseudo-sequence HLA-DQA10601-DQB10402. The binding affinity (normalized) is 0.